Predict the reactants needed to synthesize the given product. From a dataset of Full USPTO retrosynthesis dataset with 1.9M reactions from patents (1976-2016). (1) Given the product [Cl:1][C:2]1[CH:13]=[CH:12][C:5](/[CH:6]=[CH:7]/[S:8]([NH:19][C:18]2[CH:20]=[CH:21][C:15]([F:14])=[CH:16][CH:17]=2)(=[O:10])=[O:9])=[CH:4][CH:3]=1, predict the reactants needed to synthesize it. The reactants are: [Cl:1][C:2]1[CH:13]=[CH:12][C:5](/[CH:6]=[CH:7]/[S:8](Cl)(=[O:10])=[O:9])=[CH:4][CH:3]=1.[F:14][C:15]1[CH:21]=[CH:20][C:18]([NH2:19])=[CH:17][CH:16]=1. (2) Given the product [CH3:15][C:14]1[CH:1]=[C:2]2[N:7]([CH:13]=1)[CH:6]=[C:5]([C:8]([O:10][CH3:11])=[O:9])[CH:4]=[CH:3]2, predict the reactants needed to synthesize it. The reactants are: [CH3:1][C:2]1[N:7]=[CH:6][C:5]([C:8]([O:10][CH3:11])=[O:9])=[CH:4][CH:3]=1.Br[CH2:13][C:14](=O)[CH3:15]. (3) Given the product [CH3:1][O:2][C:3]1[C:12]([O:13][CH3:14])=[C:11]2[C:6]([C:7]([N:15]([CH3:23])[C@@H:16]3[CH2:20][CH2:19][O:18][CH2:17]3)=[N:8][CH:9]=[N:10]2)=[CH:5][CH:4]=1, predict the reactants needed to synthesize it. The reactants are: [CH3:1][O:2][C:3]1[C:12]([O:13][CH3:14])=[C:11]2[C:6]([C:7]([NH:15][C@@H:16]3[CH2:20][CH2:19][O:18][CH2:17]3)=[N:8][CH:9]=[N:10]2)=[CH:5][CH:4]=1.[H-].[Na+].[CH3:23]I. (4) Given the product [CH3:25][N:21]1[CH:22]=[CH:23][CH:24]=[C:20]1[C:18]1[N:28]=[N:27][C:2]2[CH2:3][CH2:4][CH2:5][CH2:6][CH2:7][CH2:8][C:1]=2[CH:17]=1, predict the reactants needed to synthesize it. The reactants are: [C:1]1(=O)[CH2:8][CH2:7][CH2:6][CH2:5][CH2:4][CH2:3][C:2]1=O.COP([CH2:17][C:18]([C:20]1[N:21]([CH3:25])[CH:22]=[CH:23][CH:24]=1)=O)(=O)OC.O.[NH2:27][NH2:28]. (5) Given the product [Br:19][C:8]1[C:4]([CH:1]2[CH2:3][CH2:2]2)=[N:5][NH:6][C:7]=1[CH:9]1[CH2:11][CH2:10]1, predict the reactants needed to synthesize it. The reactants are: [CH:1]1([C:4]2[CH:8]=[C:7]([CH:9]3[CH2:11][CH2:10]3)[NH:6][N:5]=2)[CH2:3][CH2:2]1.C1C(=O)N([Br:19])C(=O)C1.